From a dataset of Full USPTO retrosynthesis dataset with 1.9M reactions from patents (1976-2016). Predict the reactants needed to synthesize the given product. (1) Given the product [C:1]([N:4]1[C:8]2[CH:9]=[CH:10][CH:11]=[CH:12][C:7]=2[N:6]([CH2:16][C:17]2[C:18]3[C:25]([CH3:26])=[CH:24][CH:23]=[CH:22][C:19]=3[S:20][CH:21]=2)[C:5]1=[O:13])([CH3:3])=[CH2:2], predict the reactants needed to synthesize it. The reactants are: [C:1]([N:4]1[C:8]2[CH:9]=[CH:10][CH:11]=[CH:12][C:7]=2[NH:6][C:5]1=[O:13])([CH3:3])=[CH2:2].C[N+](C)(C)[CH2:16][C:17]1[C:18]2[C:25]([CH3:26])=[CH:24][CH:23]=[CH:22][C:19]=2[S:20][CH:21]=1.[I-].C([O-])([O-])=O.[K+].[K+]. (2) Given the product [NH:38]1[C:33]2[CH:34]=[CH:35][CH:36]=[CH:37][C:32]=2[N:39]=[C:29]1[C@H:20]1[C@H:21]([C:25]([F:28])([F:27])[F:26])[CH2:22][CH:23]=[C:24]2[C@@H:19]1[CH2:18][CH2:17][C:14]1[C@:13]2([CH3:31])[CH2:12][C:11]2[CH:10]=[N:9][N:8]([C:5]3[CH:6]=[CH:7][C:2]([F:1])=[CH:3][CH:4]=3)[C:16]=2[CH:15]=1, predict the reactants needed to synthesize it. The reactants are: [F:1][C:2]1[CH:7]=[CH:6][C:5]([N:8]2[C:16]3[CH:15]=[C:14]4[CH2:17][CH2:18][C@H:19]5[C:24]([C@@:13]4([CH3:31])[CH2:12][C:11]=3[CH:10]=[N:9]2)=[CH:23][CH2:22][C@@H:21]([C:25]([F:28])([F:27])[F:26])[C@@H:20]5[CH:29]=O)=[CH:4][CH:3]=1.[C:32]1([NH2:39])[CH:37]=[CH:36][CH:35]=[CH:34][C:33]=1[NH2:38]. (3) Given the product [CH3:60][O:61][C:62]1[CH:63]=[CH:64][C:65]([CH2:66][O:67][C:68]2[CH:74]=[CH:73][C:71]([NH:72][C:2]3[N:7]=[CH:6][C:5]4[N:8]=[CH:9][N:10]([CH3:11])[C:4]=4[CH:3]=3)=[C:70]([CH3:75])[CH:69]=2)=[CH:76][CH:77]=1, predict the reactants needed to synthesize it. The reactants are: Cl[C:2]1[N:7]=[CH:6][C:5]2[N:8]=[CH:9][N:10]([CH3:11])[C:4]=2[CH:3]=1.C1(P(C2C=CC=CC=2)C2C3OC4C(=CC=CC=4P(C4C=CC=CC=4)C4C=CC=CC=4)C(C)(C)C=3C=CC=2)C=CC=CC=1.CC(C)([O-])C.[Na+].[CH3:60][O:61][C:62]1[CH:77]=[CH:76][C:65]([CH2:66][O:67][C:68]2[CH:74]=[CH:73][C:71]([NH2:72])=[C:70]([CH3:75])[CH:69]=2)=[CH:64][CH:63]=1. (4) Given the product [Si:1]([O:8][CH2:9][CH2:10][C:11]1[CH:12]=[N:13][N:14]([C:17]2[CH:22]=[C:21]([C:23]#[N:24])[CH:20]=[CH:19][N:18]=2)[C:15]=1[O:16][CH2:32][C:29]1[CH:30]=[CH:31][C:26]([F:25])=[CH:27][CH:28]=1)([C:4]([CH3:7])([CH3:5])[CH3:6])([CH3:3])[CH3:2], predict the reactants needed to synthesize it. The reactants are: [Si:1]([O:8][CH2:9][CH2:10][C:11]1[CH:12]=[N:13][N:14]([C:17]2[CH:22]=[C:21]([C:23]#[N:24])[CH:20]=[CH:19][N:18]=2)[C:15]=1[OH:16])([C:4]([CH3:7])([CH3:6])[CH3:5])([CH3:3])[CH3:2].[F:25][C:26]1[CH:31]=[CH:30][C:29]([CH2:32]O)=[CH:28][CH:27]=1. (5) Given the product [CH3:1][C@H:2]1[CH2:6][CH2:5][CH2:4][N:3]1[C@H:7]1[CH2:11][CH2:10][N:9]([C:12]2[CH:13]=[CH:14][C:15]([C:16]([NH:29][CH2:28][CH:24]3[CH2:25][CH2:26][O:21][CH2:22][CH2:23]3)=[O:17])=[CH:19][CH:20]=2)[CH2:8]1, predict the reactants needed to synthesize it. The reactants are: [CH3:1][C@H:2]1[CH2:6][CH2:5][CH2:4][N:3]1[C@H:7]1[CH2:11][CH2:10][N:9]([C:12]2[CH:20]=[CH:19][C:15]([C:16](O)=[O:17])=[CH:14][CH:13]=2)[CH2:8]1.[O:21]1[CH2:26][CH2:25][CH:24](N)[CH2:23][CH2:22]1.[CH3:28][N:29]1CCOCC1.ON1C2C=CC=CC=2N=N1.CCN=C=NCCCN(C)C.Cl.